This data is from Reaction yield outcomes from USPTO patents with 853,638 reactions. The task is: Predict the reaction yield, written as a fraction of the theoretical maximum amount of product (1.0 means a 100% yield; for example, 0.34 means a 34% yield). (1) The reactants are [CH:1]([CH:3]1[CH2:8][CH2:7][N:6]([CH2:9][C:10]2[CH:22]=[CH:21][C:13]([C:14]([O:16]C(C)(C)C)=[O:15])=[CH:12][CH:11]=2)[CH2:5][CH2:4]1)=O.[Br:23][C:24]1[CH:29]=[CH:28][C:27]([C@@H:30]2[CH2:32][C@H:31]2[NH2:33])=[CH:26][CH:25]=1.[B-]C#N.[Na+].O. The catalyst is CO. The product is [Br:23][C:24]1[CH:25]=[CH:26][C:27]([C@@H:30]2[CH2:32][C@H:31]2[NH:33][CH2:1][CH:3]2[CH2:4][CH2:5][N:6]([CH2:9][C:10]3[CH:11]=[CH:12][C:13]([C:14]([OH:16])=[O:15])=[CH:21][CH:22]=3)[CH2:7][CH2:8]2)=[CH:28][CH:29]=1. The yield is 0.268. (2) The reactants are [F:1][C:2]1[CH:3]=[C:4]([CH:8]=[CH:9][C:10]=1[N+:11]([O-:13])=[O:12])[C:5](O)=[O:6].Cl. The catalyst is C1COCC1. The product is [F:1][C:2]1[CH:3]=[C:4]([CH2:5][OH:6])[CH:8]=[CH:9][C:10]=1[N+:11]([O-:13])=[O:12]. The yield is 0.970.